Dataset: Forward reaction prediction with 1.9M reactions from USPTO patents (1976-2016). Task: Predict the product of the given reaction. (1) Given the reactants [CH2:1]([OH:6])[CH:2]([OH:5])[CH2:3][OH:4].[CH2:7]([OH:12])[CH:8]([OH:11])[CH2:9][OH:10].[CH2:13]([OH:18])[CH:14]([OH:17])[CH2:15][OH:16].[CH2:19]([OH:24])[CH:20]([OH:23])[CH2:21][OH:22].[C:25](O)(=O)[CH2:26][CH2:27][CH2:28][CH2:29][CH2:30][CH2:31][CH3:32].CCN=C=NCCCN(C)C.Cl, predict the reaction product. The product is: [CH2:25]([CH:2]([CH2:1][CH2:7][CH2:8][CH3:9])[C:3]([OH:4])=[O:16])[CH2:26][CH2:27][CH2:28][CH2:29][CH2:30][CH2:31][CH3:32].[OH:24][CH2:19][CH:20]([CH2:21][OH:22])[OH:23].[OH:18][CH2:13][CH:14]([CH2:15][OH:16])[OH:17].[OH:12][CH2:7][CH:8]([CH2:9][OH:10])[OH:11].[OH:6][CH2:1][CH:2]([CH2:3][OH:4])[OH:5]. (2) Given the reactants ClC(Cl)(O[C:5](=[O:11])OC(Cl)(Cl)Cl)Cl.[CH2:13]([N:15]1[C:19]2[N:20]=[C:21]([C:31]3[CH:37]=[CH:36][C:34]([NH2:35])=[CH:33][CH:32]=3)[N:22]=[C:23]([N:24]3[CH2:29][CH2:28][O:27][CH2:26][C@@H:25]3[CH3:30])[C:18]=2[N:17]=[N:16]1)[CH3:14].[CH3:38][N:39]1[CH2:44][CH2:43][N:42]([C:45]2[CH:51]=[CH:50][C:48]([NH2:49])=[CH:47][CH:46]=2)[CH2:41][CH2:40]1.CCN(CC)CC, predict the reaction product. The product is: [CH2:13]([N:15]1[C:19]2[N:20]=[C:21]([C:31]3[CH:37]=[CH:36][C:34]([NH:35][C:5]([NH:49][C:48]4[CH:47]=[CH:46][C:45]([N:42]5[CH2:41][CH2:40][N:39]([CH3:38])[CH2:44][CH2:43]5)=[CH:51][CH:50]=4)=[O:11])=[CH:33][CH:32]=3)[N:22]=[C:23]([N:24]3[CH2:29][CH2:28][O:27][CH2:26][C@@H:25]3[CH3:30])[C:18]=2[N:17]=[N:16]1)[CH3:14]. (3) Given the reactants [Br:1][C:2]1[CH:7]=[CH:6][C:5]([C:8]2[O:12][N:11]=[C:10]([CH3:13])[C:9]=2[NH2:14])=[CH:4][CH:3]=1.[CH:15](=O)[CH2:16][CH2:17][C:18]1[CH:23]=[CH:22][CH:21]=[CH:20][CH:19]=1.C([BH3-])#N.[Na+], predict the reaction product. The product is: [Br:1][C:2]1[CH:3]=[CH:4][C:5]([C:8]2[O:12][N:11]=[C:10]([CH3:13])[C:9]=2[NH:14][CH2:15][CH2:16][CH2:17][C:18]2[CH:23]=[CH:22][CH:21]=[CH:20][CH:19]=2)=[CH:6][CH:7]=1. (4) Given the reactants [Cl:1][C:2]1[C:3]2[C:4]3[CH:5]([CH2:15][C:16]([O:18][CH2:19][CH3:20])=[O:17])[CH2:6][CH2:7][CH2:8][C:9]=3[S:10][C:11]=2[N:12]=[CH:13][N:14]=1.CCO, predict the reaction product. The product is: [Cl:1][C:2]1[C:3]2[C:4]3[C@@H:5]([CH2:15][C:16]([O:18][CH2:19][CH3:20])=[O:17])[CH2:6][CH2:7][CH2:8][C:9]=3[S:10][C:11]=2[N:12]=[CH:13][N:14]=1.[Cl:1][C:2]1[C:3]2[C:4]3[C@H:5]([CH2:15][C:16]([O:18][CH2:19][CH3:20])=[O:17])[CH2:6][CH2:7][CH2:8][C:9]=3[S:10][C:11]=2[N:12]=[CH:13][N:14]=1.